From a dataset of Reaction yield outcomes from USPTO patents with 853,638 reactions. Predict the reaction yield, written as a fraction of the theoretical maximum amount of product (1.0 means a 100% yield; for example, 0.34 means a 34% yield). (1) The yield is 0.900. No catalyst specified. The reactants are Cl.[Cl:2][C:3]1[CH:4]=[C:5]([CH:15]([NH2:17])[CH3:16])[CH:6]=[N:7][C:8]=1[O:9][CH2:10][C:11]([F:14])([F:13])[F:12].[NH2:18][C:19]1[N:24]=[CH:23][N:22]=[C:21]([C:25](O)=[O:26])[CH:20]=1. The product is [NH2:18][C:19]1[N:24]=[CH:23][N:22]=[C:21]([C:25]([NH:17][CH:15]([C:5]2[CH:6]=[N:7][C:8]([O:9][CH2:10][C:11]([F:12])([F:13])[F:14])=[C:3]([Cl:2])[CH:4]=2)[CH3:16])=[O:26])[CH:20]=1. (2) The reactants are [O:1]1[CH2:6][CH2:5][N:4]([CH2:7][C:8]2[CH:13]=[CH:12][C:11]([C:14]3[N:19]4[N:20]=[C:21]([NH2:23])[N:22]=[C:18]4[CH:17]=[CH:16][CH:15]=3)=[CH:10][CH:9]=2)[CH2:3][CH2:2]1.Br[C:25]1[CH:30]=[CH:29][C:28]([Cl:31])=[CH:27][CH:26]=1.C(=O)([O-])[O-].[Cs+].[Cs+].C1(P(C2C=CC=CC=2)C2C3OC4C(=CC=CC=4P(C4C=CC=CC=4)C4C=CC=CC=4)C(C)(C)C=3C=CC=2)C=CC=CC=1. The catalyst is O1CCOCC1.C(OCC)(=O)C.C1C=CC(/C=C/C(/C=C/C2C=CC=CC=2)=O)=CC=1.C1C=CC(/C=C/C(/C=C/C2C=CC=CC=2)=O)=CC=1.C1C=CC(/C=C/C(/C=C/C2C=CC=CC=2)=O)=CC=1.[Pd].[Pd]. The product is [Cl:31][C:28]1[CH:29]=[CH:30][C:25]([NH:23][C:21]2[N:22]=[C:18]3[CH:17]=[CH:16][CH:15]=[C:14]([C:11]4[CH:12]=[CH:13][C:8]([CH2:7][N:4]5[CH2:3][CH2:2][O:1][CH2:6][CH2:5]5)=[CH:9][CH:10]=4)[N:19]3[N:20]=2)=[CH:26][CH:27]=1. The yield is 0.440. (3) The reactants are Cl[CH2:2][C:3]([NH:5][C:6]1[CH:11]=[CH:10][CH:9]=[C:8]([C:12]2[CH:21]=[N:20][C:19]3[C:14](=[CH:15][CH:16]=[CH:17][CH:18]=3)[N:13]=2)[CH:7]=1)=[O:4].[NH:22]1[CH2:27][CH2:26][O:25][CH2:24][CH2:23]1. The catalyst is CCO. The product is [O:25]1[CH2:26][CH2:27][N:22]([CH2:2][C:3]([NH:5][C:6]2[CH:11]=[CH:10][CH:9]=[C:8]([C:12]3[CH:21]=[N:20][C:19]4[C:14](=[CH:15][CH:16]=[CH:17][CH:18]=4)[N:13]=3)[CH:7]=2)=[O:4])[CH2:23][CH2:24]1. The yield is 0.300. (4) The reactants are [H-].[Al+3].[Li+].[H-].[H-].[H-].[F:7][C:8]1[CH:27]=[CH:26][C:11]([C:12]([C:14]2[CH:22]=[CH:21][C:17]([C:18](O)=[O:19])=[CH:16][C:15]=2[C:23](O)=[O:24])=O)=[CH:10][CH:9]=1.Cl. The catalyst is C1COCC1. The product is [F:7][C:8]1[CH:27]=[CH:26][C:11]([CH:12]2[C:14]3[C:15](=[CH:16][C:17]([CH2:18][OH:19])=[CH:21][CH:22]=3)[CH2:23][O:24]2)=[CH:10][CH:9]=1. The yield is 0.0800. (5) The reactants are [N+:29]([C:26]1[CH:27]=[CH:28][C:23]([O:22]P([O:22][C:23]2[CH:28]=[CH:27][C:26]([N+:29]([O-:31])=[O:30])=[CH:25][CH:24]=2)[O:22][C:23]2[CH:28]=[CH:27][C:26]([N+:29]([O-:31])=[O:30])=[CH:25][CH:24]=2)=[CH:24][CH:25]=1)([O-:31])=[O:30].[OH:32][C:33]1[CH:41]=[C:40]([O:42][CH3:43])[C:39]([O:44][CH3:45])=[CH:38][C:34]=1[C:35](O)=[O:36].OS(O)(=O)=O.CO. The catalyst is C1(C)C=CC=CC=1. The product is [N+:29]([C:26]1[CH:25]=[CH:24][C:23]([O:22][C:35](=[O:36])[C:34]2[CH:38]=[C:39]([O:44][CH3:45])[C:40]([O:42][CH3:43])=[CH:41][C:33]=2[OH:32])=[CH:28][CH:27]=1)([O-:31])=[O:30]. The yield is 0.600. (6) The reactants are [F:1][C:2]([F:21])([F:20])[C:3]1[N:8]=[C:7]([C@@H:9]([NH:13][S@](C(C)(C)C)=O)[CH2:10][CH2:11][CH3:12])[CH:6]=[CH:5][CH:4]=1.[ClH:22].O1CCOCC1. No catalyst specified. The product is [ClH:22].[F:20][C:2]([F:1])([F:21])[C:3]1[N:8]=[C:7]([C@@H:9]([NH2:13])[CH2:10][CH2:11][CH3:12])[CH:6]=[CH:5][CH:4]=1. The yield is 0.880.